From a dataset of Catalyst prediction with 721,799 reactions and 888 catalyst types from USPTO. Predict which catalyst facilitates the given reaction. (1) Reactant: [NH:1]1[C:9]2[C:4](=[CH:5][CH:6]=[C:7](B(O)O)[CH:8]=2)[CH:3]=[CH:2]1.Br[C:14]1[CH:15]=[C:16]([CH:18]=[CH:19][CH:20]=1)[NH2:17].[O-]P([O-])([O-])=O.[K+].[K+].[K+].C1(P(C2CCCCC2)C2CCCCC2)CCCCC1. Product: [NH:1]1[C:9]2[C:4](=[CH:5][CH:6]=[C:7]([C:14]3[CH:15]=[C:16]([NH2:17])[CH:18]=[CH:19][CH:20]=3)[CH:8]=2)[CH:3]=[CH:2]1. The catalyst class is: 62. (2) Reactant: [C:1]1([CH:7]2O[C:8]2([C:13]2[CH:18]=[CH:17][N:16]=[CH:15][CH:14]=2)[C:9](=O)[CH3:10])[CH:6]=[CH:5][CH:4]=[CH:3][CH:2]=1.[NH2:19][NH2:20]. Product: [CH3:10][C:9]1[C:8]([C:13]2[CH:18]=[CH:17][N:16]=[CH:15][CH:14]=2)=[C:7]([C:1]2[CH:6]=[CH:5][CH:4]=[CH:3][CH:2]=2)[NH:20][N:19]=1. The catalyst class is: 8. (3) Product: [CH3:32][NH:33][C:2]1[N:7]=[C:6]([NH:8][CH2:9][C:10]2[C:11]([C:21]3[CH:26]=[CH:25][CH:24]=[CH:23][CH:22]=3)=[N:12][C:13]3[C:18]([CH:19]=2)=[CH:17][CH:16]=[CH:15][C:14]=3[CH3:20])[CH:5]=[C:4]([CH3:27])[N:3]=1. Reactant: Cl[C:2]1[N:7]=[C:6]([NH:8][CH2:9][C:10]2[C:11]([C:21]3[CH:26]=[CH:25][CH:24]=[CH:23][CH:22]=3)=[N:12][C:13]3[C:18]([CH:19]=2)=[CH:17][CH:16]=[CH:15][C:14]=3[CH3:20])[CH:5]=[C:4]([CH3:27])[N:3]=1.Cl.CN.C[CH2:32][N:33](C(C)C)C(C)C. The catalyst class is: 37. (4) Reactant: [CH:1]([N:3]([CH2:5][C:6]1[CH:7]=[CH:8][C:9]([N+:15]([O-])=O)=[C:10]([CH:14]=1)[C:11]([OH:13])=[O:12])[CH3:4])=[O:2].[OH-].[Na+].[H][H]. Product: [NH2:15][C:9]1[CH:8]=[CH:7][C:6]([CH2:5][N:3]([CH:1]=[O:2])[CH3:4])=[CH:14][C:10]=1[C:11]([OH:13])=[O:12]. The catalyst class is: 19. (5) Reactant: [C:1]([C:9]1[C:10](=[O:20])[N:11]([CH3:19])[C:12](=[O:18])[N:13]([CH3:17])[C:14]=1[CH2:15]Br)(=O)[C:2]1[CH:7]=[CH:6][CH:5]=[CH:4][CH:3]=1.C(O[CH:24](OCC)[CH2:25][CH2:26][CH2:27][NH2:28])C. Product: [CH3:17][N:13]1[C:14]2=[C:15]3[N:28]([C:1]([C:2]4[CH:7]=[CH:6][CH:5]=[CH:4][CH:3]=4)=[C:9]2[C:10](=[O:20])[N:11]([CH3:19])[C:12]1=[O:18])[CH2:27][CH2:26][CH:25]=[CH:24]3. The catalyst class is: 14.